Predict the product of the given reaction. From a dataset of Forward reaction prediction with 1.9M reactions from USPTO patents (1976-2016). (1) Given the reactants [Cl:1][C:2]1[C:7]([Cl:8])=[CH:6][C:5]([NH2:9])=[C:4]([CH:10]=[CH2:11])[CH:3]=1, predict the reaction product. The product is: [Cl:1][C:2]1[C:7]([Cl:8])=[CH:6][C:5]([NH2:9])=[C:4]([CH2:10][CH3:11])[CH:3]=1. (2) Given the reactants Br[CH2:2][C:3]1[CH:8]=[CH:7][C:6]([CH2:9][C:10]([OH:12])=[O:11])=[CH:5][CH:4]=1.C([O-])([O-])=O.[Cs+].[Cs+].[OH:19][CH2:20][C:21]1[CH:22]=[N:23][C:24]2[C:29]([C:30]=1[C:31]1[CH:32]=[C:33]([OH:37])[CH:34]=[CH:35][CH:36]=1)=[CH:28][CH:27]=[CH:26][C:25]=2[C:38]([F:41])([F:40])[F:39].Cl, predict the reaction product. The product is: [OH:19][CH2:20][C:21]1[CH:22]=[N:23][C:24]2[C:29]([C:30]=1[C:31]1[CH:32]=[C:33]([CH:34]=[CH:35][CH:36]=1)[O:37][CH2:2][C:3]1[CH:8]=[CH:7][C:6]([CH2:9][C:10]([OH:12])=[O:11])=[CH:5][CH:4]=1)=[CH:28][CH:27]=[CH:26][C:25]=2[C:38]([F:41])([F:39])[F:40]. (3) Given the reactants [CH:1]1[C:10]2[C:5](=[CH:6][CH:7]=[CH:8][CH:9]=2)[CH:4]=[CH:3][C:2]=1[CH2:11][CH2:12][NH2:13].[CH:14]1([CH:17]=O)[CH2:16][CH2:15]1, predict the reaction product. The product is: [CH:14]1([CH2:17][NH:13][CH2:12][CH2:11][C:2]2[CH:3]=[CH:4][C:5]3[C:10](=[CH:9][CH:8]=[CH:7][CH:6]=3)[CH:1]=2)[CH2:16][CH2:15]1. (4) The product is: [Si:1]([O:8][CH2:9][CH2:10][NH:11][C:12]1[CH:17]=[CH:16][C:15]([N:18]2[CH2:19][C@H:20]([CH2:21][NH:22][C:23]([C:25]3[S:26][C:27]([Cl:30])=[CH:28][CH:29]=3)=[O:24])[O:31][C:34]2=[O:35])=[CH:14][CH:13]=1)([C:4]([CH3:7])([CH3:6])[CH3:5])([CH3:3])[CH3:2]. Given the reactants [Si:1]([O:8][CH2:9][CH2:10][NH:11][C:12]1[CH:17]=[CH:16][C:15]([NH:18][CH2:19][C@@H:20]([OH:31])[CH2:21][NH:22][C:23]([C:25]2[S:26][C:27]([Cl:30])=[CH:28][CH:29]=2)=[O:24])=[CH:14][CH:13]=1)([C:4]([CH3:7])([CH3:6])[CH3:5])([CH3:3])[CH3:2].C1C[O:35][CH2:34]C1, predict the reaction product.